This data is from Full USPTO retrosynthesis dataset with 1.9M reactions from patents (1976-2016). The task is: Predict the reactants needed to synthesize the given product. The reactants are: [C:1]([N:8]1[CH2:13][CH2:12][CH2:11][CH2:10][C:9]1=O)([O:3][C:4]([CH3:7])([CH3:6])[CH3:5])=[O:2].[Li+].CC([N-]C(C)C)C.C1C=CC(N([S:37]([C:40]([F:43])([F:42])[F:41])(=[O:39])=[O:38])[S:37]([C:40]([F:43])([F:42])[F:41])(=[O:39])=[O:38])=CC=1.[OH2:44]. Given the product [C:4]([O:3][C:1]([N:8]1[CH2:13][CH:12]=[C:11]([O:38][S:37]([C:40]([F:43])([F:42])[F:41])(=[O:44])=[O:39])[CH2:10][CH2:9]1)=[O:2])([CH3:7])([CH3:6])[CH3:5], predict the reactants needed to synthesize it.